Dataset: Catalyst prediction with 721,799 reactions and 888 catalyst types from USPTO. Task: Predict which catalyst facilitates the given reaction. (1) Reactant: [F:1][C:2]1[CH:7]=[CH:6][C:5]([NH:8][CH2:9][CH:10]([CH3:15])[C:11]([O:13][CH3:14])=[O:12])=[C:4]([N+:16]([O-])=O)[CH:3]=1.[Cl-].[NH4+]. Product: [NH2:16][C:4]1[CH:3]=[C:2]([F:1])[CH:7]=[CH:6][C:5]=1[NH:8][CH2:9][CH:10]([CH3:15])[C:11]([O:13][CH3:14])=[O:12]. The catalyst class is: 490. (2) Reactant: [CH3:1][O:2][CH2:3][C@H:4]([OH:11])[CH2:5][CH2:6][CH2:7][CH2:8][CH:9]=[CH2:10].N1C=CC=CC=1.[C:18]1([CH3:28])[CH:23]=[CH:22][C:21]([S:24](Cl)(=[O:26])=[O:25])=[CH:20][CH:19]=1. Product: [CH3:28][C:18]1[CH:23]=[CH:22][C:21]([S:24]([O:11][C@H:4]([CH2:5][CH2:6][CH2:7][CH2:8][CH:9]=[CH2:10])[CH2:3][O:2][CH3:1])(=[O:26])=[O:25])=[CH:20][CH:19]=1. The catalyst class is: 172. (3) Reactant: [CH2:1]([N:3]1[C:7]([NH:8][C:9]2[C:18]3[C:13](=[C:14]([CH3:20])[CH:15]=[C:16](I)[CH:17]=3)[N:12]=[N:11][C:10]=2[C:21]([NH2:23])=[O:22])=[CH:6][CH:5]=[N:4]1)[CH3:2].C([Sn](CCCC)(CCCC)[S:29][C:30]([CH3:33])([CH3:32])[CH3:31])CCC. Product: [CH3:31][C:30]([S:29][C:16]1[CH:17]=[C:18]2[C:13](=[C:14]([CH3:20])[CH:15]=1)[N:12]=[N:11][C:10]([C:21]([NH2:23])=[O:22])=[C:9]2[NH:8][C:7]1[N:3]([CH2:1][CH3:2])[N:4]=[CH:5][CH:6]=1)([CH3:33])[CH3:32]. The catalyst class is: 128. (4) Reactant: C[O:2][C:3](=O)[C:4]1[CH:9]=[CH:8][C:7]([O:10][CH2:11][C:12]2[C:13]([C:18]3[CH:23]=[CH:22][CH:21]=[CH:20][CH:19]=3)=[N:14][O:15][C:16]=2[CH3:17])=[N:6][CH:5]=1.[NH2:25][NH2:26]. Product: [CH3:17][C:16]1[O:15][N:14]=[C:13]([C:18]2[CH:23]=[CH:22][CH:21]=[CH:20][CH:19]=2)[C:12]=1[CH2:11][O:10][C:7]1[CH:8]=[CH:9][C:4]([C:3]([NH:25][NH2:26])=[O:2])=[CH:5][N:6]=1. The catalyst class is: 8. (5) Reactant: [NH2:1][C:2]1[CH:3]=[C:4]([C:8]([C:10]2[C:18]3[CH:17]=[N:16][C:15]([NH:19]CC4C=CC(OC)=CC=4)=[N:14][C:13]=3[N:12]([C:29]34[CH2:33][CH:31]([CH2:32]3)[CH2:30]4)[CH:11]=2)=[O:9])[CH:5]=[N:6][CH:7]=1.[F:34][C:35]1[CH:36]=[CH:37][C:38]([CH2:41][C:42]([OH:44])=O)=[N:39][CH:40]=1.CCCP(O)(O)=O. Product: [NH2:19][C:15]1[N:16]=[CH:17][C:18]2[C:10]([C:8]([C:4]3[CH:3]=[C:2]([NH:1][C:42](=[O:44])[CH2:41][C:38]4[CH:37]=[CH:36][C:35]([F:34])=[CH:40][N:39]=4)[CH:7]=[N:6][CH:5]=3)=[O:9])=[CH:11][N:12]([C:29]34[CH2:32][CH:31]([CH2:33]3)[CH2:30]4)[C:13]=2[N:14]=1. The catalyst class is: 1. (6) Reactant: F[C:2]1[N:26]=[CH:25][CH:24]=[CH:23][C:3]=1[C:4]([NH:6][C:7]1[CH:12]=[CH:11][C:10]([C:13]([CH3:22])([CH:15]2[CH2:20][CH2:19][N:18]([CH3:21])[CH2:17][CH2:16]2)[CH3:14])=[CH:9][CH:8]=1)=[O:5].[F:27][C:28]1[CH:35]=[CH:34][C:31]([CH2:32][NH2:33])=[CH:30][CH:29]=1.C([O-])(O)=O.[Na+]. Product: [F:27][C:28]1[CH:35]=[CH:34][C:31]([CH2:32][NH:33][C:2]2[N:26]=[CH:25][CH:24]=[CH:23][C:3]=2[C:4]([NH:6][C:7]2[CH:12]=[CH:11][C:10]([C:13]([CH3:22])([CH:15]3[CH2:16][CH2:17][N:18]([CH3:21])[CH2:19][CH2:20]3)[CH3:14])=[CH:9][CH:8]=2)=[O:5])=[CH:30][CH:29]=1. The catalyst class is: 17. (7) Reactant: O.[NH2:2][NH2:3].[NH:4]1[CH:8]=[CH:7][CH:6]=[C:5]1[C:9]([O:11]C)=O. Product: [NH:4]1[CH:8]=[CH:7][CH:6]=[C:5]1[C:9]([NH:2][NH2:3])=[O:11]. The catalyst class is: 5.